Dataset: Reaction yield outcomes from USPTO patents with 853,638 reactions. Task: Predict the reaction yield, written as a fraction of the theoretical maximum amount of product (1.0 means a 100% yield; for example, 0.34 means a 34% yield). (1) The reactants are [CH3:1][N:2]([CH3:34])[CH2:3][CH2:4][N:5]1[C:9]2[CH:10]=[CH:11][C:12]([S:14]([C@H:17]3[CH2:21][CH2:20][N:19](C(OC(C)(C)C)=O)[CH2:18]3)(=[O:16])=[O:15])=[CH:13][C:8]=2[N:7]=[C:6]1[CH2:29][C:30]([CH3:33])([CH3:32])[CH3:31].Cl[Si](C)(C)C. The catalyst is CO. The product is [CH3:1][N:2]([CH3:34])[CH2:3][CH2:4][N:5]1[C:9]2[CH:10]=[CH:11][C:12]([S:14]([C@H:17]3[CH2:21][CH2:20][NH:19][CH2:18]3)(=[O:15])=[O:16])=[CH:13][C:8]=2[N:7]=[C:6]1[CH2:29][C:30]([CH3:32])([CH3:31])[CH3:33]. The yield is 0.990. (2) The reactants are [F:1][C:2]([F:17])([F:16])[C:3]([NH:5][CH2:6][C:7]1[CH:12]=[CH:11][CH:10]=[C:9]([N+:13]([O-])=O)[CH:8]=1)=[O:4].[H][H]. The catalyst is CC(O)C.[Pd]. The product is [NH2:13][C:9]1[CH:8]=[C:7]([CH2:6][NH:5][C:3](=[O:4])[C:2]([F:1])([F:16])[F:17])[CH:12]=[CH:11][CH:10]=1. The yield is 0.850. (3) The reactants are [C:1]([C:5]1[CH:10]=[CH:9][C:8]([S:11]([NH:14][C:15]2[CH:16]=[C:17]3[C:21](=[CH:22][CH:23]=2)[NH:20][C:19]([C:24](O)=[O:25])=[C:18]3[C:27]2[CH:32]=[CH:31][CH:30]=[C:29]([O:33][CH3:34])[CH:28]=2)(=[O:13])=[O:12])=[CH:7][CH:6]=1)([CH3:4])([CH3:3])[CH3:2].[CH2:35]([CH2:37][NH2:38])[OH:36]. The catalyst is ClCCl.CO. The product is [OH:36][CH2:35][CH2:37][NH:38][C:24]([C:19]1[NH:20][C:21]2[C:17]([C:18]=1[C:27]1[CH:32]=[CH:31][CH:30]=[C:29]([O:33][CH3:34])[CH:28]=1)=[CH:16][C:15]([NH:14][S:11]([C:8]1[CH:9]=[CH:10][C:5]([C:1]([CH3:2])([CH3:3])[CH3:4])=[CH:6][CH:7]=1)(=[O:12])=[O:13])=[CH:23][CH:22]=2)=[O:25]. The yield is 0.220. (4) The reactants are [N+:1]([O-:4])(O)=[O:2].[F:5][C:6]1[C:14]([F:15])=[C:13]([F:16])[CH:12]=[CH:11][C:7]=1[C:8]([OH:10])=[O:9].O. The catalyst is OS(O)(=O)=O. The product is [F:5][C:6]1[C:14]([F:15])=[C:13]([F:16])[C:12]([N+:1]([O-:4])=[O:2])=[CH:11][C:7]=1[C:8]([OH:10])=[O:9]. The yield is 0.750. (5) The reactants are [NH:1]1[CH2:6][CH2:5][O:4][CH2:3][CH2:2]1.[Cl:7][C:8]1[C:13]([O:14][CH3:15])=[C:12](Cl)[N:11]=[C:10]([C:17]2[CH:22]=[CH:21][C:20]([N+:23]([O-:25])=[O:24])=[CH:19][CH:18]=2)[N:9]=1. The catalyst is C1COCC1. The product is [Cl:7][C:8]1[N:9]=[C:10]([C:17]2[CH:22]=[CH:21][C:20]([N+:23]([O-:25])=[O:24])=[CH:19][CH:18]=2)[N:11]=[C:12]([N:1]2[CH2:6][CH2:5][O:4][CH2:3][CH2:2]2)[C:13]=1[O:14][CH3:15]. The yield is 0.560. (6) The reactants are [Br:1][C:2]1[CH:3]=[C:4]2[C:9](=[CH:10][CH:11]=1)[C:8](=[O:12])[NH:7][C:6](=[O:13])/[C:5]/2=[CH:14]/OC.Cl.[NH2:18][CH2:19][C:20]1[CH:25]=[CH:24][NH:23][C:22](=[O:26])[CH:21]=1.CN(C)C=O.C(N(CC)CC)C. The catalyst is O1CCCC1.O. The product is [Br:1][C:2]1[CH:3]=[C:4]2[C:9](=[CH:10][CH:11]=1)[C:8](=[O:12])[NH:7][C:6](=[O:13])/[C:5]/2=[CH:14]\[NH:18][CH2:19][C:20]1[CH:25]=[CH:24][NH:23][C:22](=[O:26])[CH:21]=1. The yield is 0.540. (7) The reactants are [CH3:1][O:2][C:3]1[CH:8]=[CH:7][C:6]([CH:9]2[O:14][C@H:13]3[CH2:15][C@H:16]([N:18]4[C:22]5[N:23]=[CH:24][N:25]=[C:26]([CH3:27])[C:21]=5[CH:20]=[CH:19]4)[CH2:17][C@H:12]3[CH2:11][O:10]2)=[CH:5][CH:4]=1.[I:28]N1C(=O)CCC1=O. The catalyst is C(Cl)Cl. The product is [I:28][C:20]1[C:21]2[C:26]([CH3:27])=[N:25][CH:24]=[N:23][C:22]=2[N:18]([C@H:16]2[CH2:15][C@@H:13]3[O:14][CH:9]([C:6]4[CH:5]=[CH:4][C:3]([O:2][CH3:1])=[CH:8][CH:7]=4)[O:10][CH2:11][C@@H:12]3[CH2:17]2)[CH:19]=1. The yield is 0.520.